From a dataset of Full USPTO retrosynthesis dataset with 1.9M reactions from patents (1976-2016). Predict the reactants needed to synthesize the given product. (1) Given the product [N+:14]([C:13]1[C:8]([O:4][CH:2]([CH3:3])[CH3:1])=[C:9]([C:20]([F:23])([F:22])[F:21])[CH:10]=[C:11]([N+:17]([O-:19])=[O:18])[CH:12]=1)([O-:16])=[O:15], predict the reactants needed to synthesize it. The reactants are: [CH3:1][CH:2]([OH:4])[CH3:3].[H-].[Na+].Cl[C:8]1[C:13]([N+:14]([O-:16])=[O:15])=[CH:12][C:11]([N+:17]([O-:19])=[O:18])=[CH:10][C:9]=1[C:20]([F:23])([F:22])[F:21]. (2) Given the product [CH2:6]([O:5][C:3]([C:2]1[C:1](=[O:9])[N:23]([CH2:16][C:17]2[CH:18]=[CH:19][CH:20]=[CH:21][CH:22]=2)[C:28]2[C:27]([C:26]=1[OH:25])=[CH:32][C:31]([CH3:33])=[CH:30][CH:29]=2)=[O:4])[CH3:7], predict the reactants needed to synthesize it. The reactants are: [C:1]([O:9]CC)(=O)[CH2:2][C:3]([O:5][CH2:6][CH3:7])=[O:4].[H-].[Na+].[H][H].[CH2:16]([N:23]1[C:28]2[CH:29]=[CH:30][C:31]([CH3:33])=[CH:32][C:27]=2[C:26](=O)[O:25]C1=O)[C:17]1[CH:22]=[CH:21][CH:20]=[CH:19][CH:18]=1. (3) Given the product [Cl:22][C:23]1[CH:28]=[C:27]([C:2]2[S:6][C:5]([S:7]([NH:10][C:11]3[CH:16]=[CH:15][CH:14]=[C:13]([C:17]4[NH:21][N:20]=[N:19][N:18]=4)[CH:12]=3)(=[O:9])=[O:8])=[CH:4][CH:3]=2)[CH:26]=[CH:25][CH:24]=1, predict the reactants needed to synthesize it. The reactants are: Br[C:2]1[S:6][C:5]([S:7]([NH:10][C:11]2[CH:16]=[CH:15][CH:14]=[C:13]([C:17]3[NH:21][N:20]=[N:19][N:18]=3)[CH:12]=2)(=[O:9])=[O:8])=[CH:4][CH:3]=1.[Cl:22][C:23]1[CH:24]=[C:25](B(O)O)[CH:26]=[CH:27][CH:28]=1. (4) Given the product [CH3:1][O:2][C:3]1[CH:10]=[CH:9][C:6]([CH2:7][S:8][CH2:14][CH2:15][CH2:16][CH2:17][CH2:18][CH2:19][CH2:20][CH2:21][CH2:22][CH2:23][CH2:24][CH2:25][OH:26])=[CH:5][CH:4]=1, predict the reactants needed to synthesize it. The reactants are: [CH3:1][O:2][C:3]1[CH:10]=[CH:9][C:6]([CH2:7][SH:8])=[CH:5][CH:4]=1.C[O-].Br[CH2:14][CH2:15][CH2:16][CH2:17][CH2:18][CH2:19][CH2:20][CH2:21][CH2:22][CH2:23][CH2:24][CH2:25][OH:26]. (5) Given the product [CH3:12][NH:13][C:4]([C:6]1[S:7][CH:8]=[C:9]([Br:11])[N:10]=1)=[O:3], predict the reactants needed to synthesize it. The reactants are: C([O:3][C:4]([C:6]1[S:7][CH:8]=[C:9]([Br:11])[N:10]=1)=O)C.[CH3:12][NH2:13].